Dataset: Forward reaction prediction with 1.9M reactions from USPTO patents (1976-2016). Task: Predict the product of the given reaction. (1) Given the reactants [CH:1]1([NH:7][C:8]2[N:9]([C:17]3[CH:22]=[CH:21][CH:20]=[CH:19][CH:18]=3)[N:10]=[C:11]3[C:16]=2[CH2:15][CH2:14][CH2:13][CH2:12]3)[CH2:6][CH2:5][CH2:4][CH2:3][CH2:2]1.[CH3:23][O:24][C:25](=[O:36])[C:26]1[CH:31]=[CH:30][C:29]([N:32]=[C:33]=[O:34])=[C:28]([Cl:35])[CH:27]=1.C(N(CC)CC)C, predict the reaction product. The product is: [CH3:23][O:24][C:25](=[O:36])[C:26]1[CH:31]=[CH:30][C:29]([NH:32][C:33]([N:7]([CH:1]2[CH2:6][CH2:5][CH2:4][CH2:3][CH2:2]2)[C:8]2[N:9]([C:17]3[CH:18]=[CH:19][CH:20]=[CH:21][CH:22]=3)[N:10]=[C:11]3[C:16]=2[CH2:15][CH2:14][CH2:13][CH2:12]3)=[O:34])=[C:28]([Cl:35])[CH:27]=1. (2) Given the reactants [Cl:1][C:2]1[CH:3]=[C:4]([C@H:8]2[C@@H:12]([C:13]3[CH:18]=[CH:17][CH:16]=[C:15]([Cl:19])[CH:14]=3)[NH:11][C:10](=[S:20])[NH:9]2)[CH:5]=[CH:6][CH:7]=1.[CH3:21][I:22], predict the reaction product. The product is: [IH:22].[Cl:19][C:15]1[CH:14]=[C:13]([C@H:12]2[C@@H:8]([C:4]3[CH:5]=[CH:6][CH:7]=[C:2]([Cl:1])[CH:3]=3)[NH:9][C:10]([S:20][CH3:21])=[N:11]2)[CH:18]=[CH:17][CH:16]=1.